Dataset: Reaction yield outcomes from USPTO patents with 853,638 reactions. Task: Predict the reaction yield, written as a fraction of the theoretical maximum amount of product (1.0 means a 100% yield; for example, 0.34 means a 34% yield). (1) The reactants are N[C@H:2]([CH3:28])[CH2:3][CH2:4][CH2:5][CH2:6][N:7]1[C:16](=[O:17])[C:15]2[NH:14][C:13]([CH2:18][NH:19][C:20]([O:22][C:23]([CH3:26])([CH3:25])[CH3:24])=[O:21])=[N:12][C:11]=2[N:10]([CH3:27])[C:8]1=[O:9].[CH2:29]=O.[C:31]([BH3-])#[N:32].[Na+]. The catalyst is CO. The product is [CH3:29][N:32]([CH3:31])[C@H:2]([CH3:28])[CH2:3][CH2:4][CH2:5][CH2:6][N:7]1[C:16](=[O:17])[C:15]2[NH:14][C:13]([CH2:18][NH:19][C:20]([O:22][C:23]([CH3:26])([CH3:25])[CH3:24])=[O:21])=[N:12][C:11]=2[N:10]([CH3:27])[C:8]1=[O:9]. The yield is 0.470. (2) The reactants are [C@@H:1]1([NH:10][C:11]2[C:12]3[CH:19]=[CH:18][N:17]([C@H:20]4[C@@:36](C)([OH:37])[C@@H:23]5[O:24]C(C6C=CC(OC)=CC=6)[O:26][CH2:27][C@@H:22]5[CH2:21]4)[C:13]=3[N:14]=[CH:15][N:16]=2)[C:9]2[C:4](=[CH:5][CH:6]=[CH:7][CH:8]=2)[CH2:3][CH2:2]1.N[C@@H]1C2C(=CC=CC=2)CC1.O.CC(O)=O. The catalyst is C1COCC1. The product is [C@@H:1]1([NH:10][C:11]2[C:12]3[CH:19]=[CH:18][N:17]([C@@H:20]4[CH2:21][C@@H:22]([CH2:27][OH:26])[C@@H:23]([OH:24])[C@H:36]4[OH:37])[C:13]=3[N:14]=[CH:15][N:16]=2)[C:9]2[C:4](=[CH:5][CH:6]=[CH:7][CH:8]=2)[CH2:3][CH2:2]1. The yield is 0.760. (3) The yield is 0.850. The product is [ClH:18].[N:14]1[CH:15]=[CH:16][C:11]([C:8]2[CH:9]=[CH:10][C:5]([C:4]([OH:17])=[O:3])=[CH:6][CH:7]=2)=[CH:12][CH:13]=1. The reactants are C([O:3][C:4](=[O:17])[C:5]1[CH:10]=[CH:9][C:8]([C:11]2[CH:16]=[CH:15][N:14]=[CH:13][CH:12]=2)=[CH:7][CH:6]=1)C.[ClH:18]. The catalyst is O. (4) The reactants are [F:1][C:2]1[CH:3]=[C:4]([CH:19]=[CH:20][C:21]=1[F:22])[CH2:5][CH:6]1[CH2:11][CH:10]([C:12]([OH:14])=O)[CH2:9][CH2:8][N:7]1[C:15]([O:17][CH3:18])=[O:16].N1(C(N2C=CN=C2)=O)C=CN=C1.[CH2:35]([O:37][C:38](=[O:43])[CH2:39][C:40]([O-:42])=O)[CH3:36].[K+].[Cl-].[Mg+2].[Cl-].Cl. The catalyst is CN1C2C(N=C(N)NC=2NCC1CNC1C=CC(C(NC(C(O)=O)CCC(O)=O)=O)=CC=1)=O.O.CC(OC)(C)C. The product is [F:1][C:2]1[CH:3]=[C:4]([CH:19]=[CH:20][C:21]=1[F:22])[CH2:5][C@H:6]1[CH2:11][C@H:10]([C:12](=[O:14])[CH2:39][C:38]([O:37][CH2:35][CH3:36])=[O:43])[CH2:9][CH2:8][N:7]1[C:15]([O:17][CH3:18])=[O:16].[F:1][C:2]1[CH:3]=[C:4]([CH:19]=[CH:20][C:21]=1[F:22])[CH2:5][C@H:6]1[CH2:11][C@@H:10]([C:40](=[O:42])[CH2:39][C:38]([O:37][CH2:35][CH3:36])=[O:43])[CH2:9][CH2:8][N:7]1[C:15]([O:17][CH3:18])=[O:16]. The yield is 0.0340. (5) The reactants are [NH2:1][C:2]1[C:11]2[C:6](=[C:7](Br)[CH:8]=[CH:9][CH:10]=2)[N:5]=[N:4][C:3]=1[C:13]([NH:15][CH:16]1[CH2:18][CH2:17]1)=[O:14].[F:19][C:20]1[C:25](B(O)O)=[CH:24][CH:23]=[C:22]([CH3:29])[N:21]=1. No catalyst specified. The product is [NH2:1][C:2]1[C:11]2[C:6](=[C:7]([C:25]3[C:20]([F:19])=[N:21][C:22]([CH3:29])=[CH:23][CH:24]=3)[CH:8]=[CH:9][CH:10]=2)[N:5]=[N:4][C:3]=1[C:13]([NH:15][CH:16]1[CH2:18][CH2:17]1)=[O:14]. The yield is 0.600. (6) The reactants are [CH3:1][CH:2]1[CH2:7][CH2:6][N:5]([C:8](Cl)=[O:9])[CH2:4][CH2:3]1.Cl.[O:12]1[C:18]2[CH:19]=[CH:20][C:21]([C:23]3[S:27][C:26]([NH:28][C:29](=[O:31])[CH3:30])=[N:25][CH:24]=3)=[CH:22][C:17]=2[CH2:16][NH:15][CH2:14][CH2:13]1.C(=O)([O-])[O-].[K+].[K+].CO. The catalyst is CN(C)C=O. The product is [CH3:1][CH:2]1[CH2:7][CH2:6][N:5]([C:8]([N:15]2[CH2:16][C:17]3[CH:22]=[C:21]([C:23]4[S:27][C:26]([NH:28][C:29](=[O:31])[CH3:30])=[N:25][CH:24]=4)[CH:20]=[CH:19][C:18]=3[O:12][CH2:13][CH2:14]2)=[O:9])[CH2:4][CH2:3]1. The yield is 0.630. (7) The reactants are C1C2C(CO[C:16]([N:18]([CH2:34][C:35]3[N:39]([CH3:40])[C:38]4[CH:41]=[CH:42][CH:43]=[CH:44][C:37]=4[N:36]=3)[CH2:19][CH2:20][NH:21][C@@H:22]([C:30]([CH3:33])([CH3:32])[CH3:31])[C:23]([O:25][C:26]([CH3:29])([CH3:28])[CH3:27])=[O:24])=[O:17])C3C(=CC=CC=3)C=2C=CC=1.C(NCC)C.C(=O)(OC1C=CC([N+]([O-])=O)=CC=1)OC1C=CC([N+]([O-])=O)=CC=1. The catalyst is CN(C)C=O.ClCCCl. The product is [CH3:31][C:30]([CH3:32])([CH3:33])[C@H:22]([N:21]1[CH2:20][CH2:19][N:18]([CH2:34][C:35]2[N:39]([CH3:40])[C:38]3[CH:41]=[CH:42][CH:43]=[CH:44][C:37]=3[N:36]=2)[C:16]1=[O:17])[C:23]([O:25][C:26]([CH3:28])([CH3:27])[CH3:29])=[O:24]. The yield is 0.640.